From a dataset of Reaction yield outcomes from USPTO patents with 853,638 reactions. Predict the reaction yield, written as a fraction of the theoretical maximum amount of product (1.0 means a 100% yield; for example, 0.34 means a 34% yield). (1) The reactants are [F:1][C:2]1[C:3]2[N:4]([CH:18]=[CH:19][N:20]=2)[CH:5]=[C:6]([C:8]2[CH:13]=[CH:12][C:11]([C:14]([F:17])([F:16])[F:15])=[CH:10][CH:9]=2)[CH:7]=1.[I:21]Cl. No catalyst specified. The product is [F:1][C:2]1[C:3]2[N:4]([C:18]([I:21])=[CH:19][N:20]=2)[CH:5]=[C:6]([C:8]2[CH:9]=[CH:10][C:11]([C:14]([F:15])([F:16])[F:17])=[CH:12][CH:13]=2)[CH:7]=1. The yield is 0.780. (2) The reactants are C[O-].[Na+].[CH2:4]([O:11][C:12]1[CH:13]=[C:14]2[C:19](=[CH:20][CH:21]=1)[C:18](=[O:22])[C:17](Br)([Br:23])[CH2:16][CH2:15]2)[C:5]1[CH:10]=[CH:9][CH:8]=[CH:7][CH:6]=1.Cl.O. The catalyst is CO. The product is [CH2:4]([O:11][C:12]1[CH:13]=[C:14]2[C:19](=[CH:20][CH:21]=1)[C:18]([OH:22])=[C:17]([Br:23])[CH:16]=[CH:15]2)[C:5]1[CH:6]=[CH:7][CH:8]=[CH:9][CH:10]=1. The yield is 0.920.